This data is from Forward reaction prediction with 1.9M reactions from USPTO patents (1976-2016). The task is: Predict the product of the given reaction. Given the reactants [OH:1][C:2]1[CH:7]=[CH:6][C:5]([C:8]2[O:12][N:11]=[C:10]([C:13]3[CH:21]=[CH:20][C:19]4[NH:18][C:17]5[CH:22]([CH2:25][C:26]([O:28]CC)=[O:27])[CH2:23][CH2:24][C:16]=5[C:15]=4[CH:14]=3)[N:9]=2)=[CH:4][C:3]=1[CH3:31].[Li+].[OH-], predict the reaction product. The product is: [OH:1][C:2]1[CH:7]=[CH:6][C:5]([C:8]2[O:12][N:11]=[C:10]([C:13]3[CH:21]=[CH:20][C:19]4[NH:18][C:17]5[CH:22]([CH2:25][C:26]([OH:28])=[O:27])[CH2:23][CH2:24][C:16]=5[C:15]=4[CH:14]=3)[N:9]=2)=[CH:4][C:3]=1[CH3:31].